Dataset: NCI-60 drug combinations with 297,098 pairs across 59 cell lines. Task: Regression. Given two drug SMILES strings and cell line genomic features, predict the synergy score measuring deviation from expected non-interaction effect. (1) Drug 2: CCC(=C(C1=CC=CC=C1)C2=CC=C(C=C2)OCCN(C)C)C3=CC=CC=C3.C(C(=O)O)C(CC(=O)O)(C(=O)O)O. Drug 1: CN(C)C1=NC(=NC(=N1)N(C)C)N(C)C. Cell line: NCI-H460. Synergy scores: CSS=-3.27, Synergy_ZIP=0.768, Synergy_Bliss=-1.14, Synergy_Loewe=-3.00, Synergy_HSA=-3.77. (2) Drug 2: C1CC(=O)NC(=O)C1N2C(=O)C3=CC=CC=C3C2=O. Cell line: OVCAR-5. Synergy scores: CSS=53.3, Synergy_ZIP=2.18, Synergy_Bliss=2.78, Synergy_Loewe=-38.0, Synergy_HSA=0.413. Drug 1: CC1C(C(CC(O1)OC2CC(OC(C2O)C)OC3=CC4=CC5=C(C(=O)C(C(C5)C(C(=O)C(C(C)O)O)OC)OC6CC(C(C(O6)C)O)OC7CC(C(C(O7)C)O)OC8CC(C(C(O8)C)O)(C)O)C(=C4C(=C3C)O)O)O)O. (3) Drug 1: COC1=NC(=NC2=C1N=CN2C3C(C(C(O3)CO)O)O)N. Drug 2: CNC(=O)C1=NC=CC(=C1)OC2=CC=C(C=C2)NC(=O)NC3=CC(=C(C=C3)Cl)C(F)(F)F. Cell line: MOLT-4. Synergy scores: CSS=50.1, Synergy_ZIP=0.557, Synergy_Bliss=0.385, Synergy_Loewe=-27.8, Synergy_HSA=-2.82. (4) Synergy scores: CSS=22.3, Synergy_ZIP=-7.38, Synergy_Bliss=0.196, Synergy_Loewe=4.27, Synergy_HSA=4.41. Drug 1: CC1OCC2C(O1)C(C(C(O2)OC3C4COC(=O)C4C(C5=CC6=C(C=C35)OCO6)C7=CC(=C(C(=C7)OC)O)OC)O)O. Cell line: UO-31. Drug 2: COC1=CC(=CC(=C1O)OC)C2C3C(COC3=O)C(C4=CC5=C(C=C24)OCO5)OC6C(C(C7C(O6)COC(O7)C8=CC=CS8)O)O. (5) Drug 1: CN1C(=O)N2C=NC(=C2N=N1)C(=O)N. Drug 2: CC1=C2C(C(=O)C3(C(CC4C(C3C(C(C2(C)C)(CC1OC(=O)C(C(C5=CC=CC=C5)NC(=O)C6=CC=CC=C6)O)O)OC(=O)C7=CC=CC=C7)(CO4)OC(=O)C)O)C)OC(=O)C. Cell line: SF-268. Synergy scores: CSS=4.53, Synergy_ZIP=-1.06, Synergy_Bliss=1.12, Synergy_Loewe=-6.79, Synergy_HSA=-4.95. (6) Drug 1: COC1=C(C=C2C(=C1)N=CN=C2NC3=CC(=C(C=C3)F)Cl)OCCCN4CCOCC4. Drug 2: CC1C(C(CC(O1)OC2CC(CC3=C2C(=C4C(=C3O)C(=O)C5=CC=CC=C5C4=O)O)(C(=O)C)O)N)O. Cell line: OVCAR-4. Synergy scores: CSS=30.4, Synergy_ZIP=2.84, Synergy_Bliss=5.35, Synergy_Loewe=-8.88, Synergy_HSA=7.80. (7) Drug 1: C1=C(C(=O)NC(=O)N1)N(CCCl)CCCl. Drug 2: C1=NC2=C(N=C(N=C2N1C3C(C(C(O3)CO)O)F)Cl)N. Cell line: HCC-2998. Synergy scores: CSS=27.6, Synergy_ZIP=-7.35, Synergy_Bliss=-10.7, Synergy_Loewe=-16.1, Synergy_HSA=-8.35. (8) Drug 1: C1CCC(C1)C(CC#N)N2C=C(C=N2)C3=C4C=CNC4=NC=N3. Cell line: LOX IMVI. Synergy scores: CSS=39.2, Synergy_ZIP=1.84, Synergy_Bliss=1.17, Synergy_Loewe=-4.89, Synergy_HSA=4.30. Drug 2: C1=CC(=C2C(=C1NCCNCCO)C(=O)C3=C(C=CC(=C3C2=O)O)O)NCCNCCO. (9) Drug 1: CC1=C(C(CCC1)(C)C)C=CC(=CC=CC(=CC(=O)O)C)C. Drug 2: CC1C(C(CC(O1)OC2CC(OC(C2O)C)OC3=CC4=CC5=C(C(=O)C(C(C5)C(C(=O)C(C(C)O)O)OC)OC6CC(C(C(O6)C)O)OC7CC(C(C(O7)C)O)OC8CC(C(C(O8)C)O)(C)O)C(=C4C(=C3C)O)O)O)O. Cell line: SK-MEL-28. Synergy scores: CSS=55.8, Synergy_ZIP=2.03, Synergy_Bliss=4.69, Synergy_Loewe=-9.25, Synergy_HSA=2.99.